From a dataset of Reaction yield outcomes from USPTO patents with 853,638 reactions. Predict the reaction yield, written as a fraction of the theoretical maximum amount of product (1.0 means a 100% yield; for example, 0.34 means a 34% yield). (1) The reactants are Br[CH2:2][CH2:3][O:4][C:5]1[CH:10]=[CH:9][C:8]([B:11]2[O:15][C:14]([CH3:17])([CH3:16])[C:13]([CH3:19])([CH3:18])[O:12]2)=[CH:7][CH:6]=1.C([O-])([O-])=O.[K+].[K+].[N:26]1[NH:27][N:28]=[CH:29][CH:30]=1. The catalyst is CS(C)=O. The product is [CH3:18][C:13]1([CH3:19])[C:14]([CH3:17])([CH3:16])[O:15][B:11]([C:8]2[CH:9]=[CH:10][C:5]([O:4][CH2:3][CH2:2][N:27]3[N:28]=[CH:29][CH:30]=[N:26]3)=[CH:6][CH:7]=2)[O:12]1. The yield is 0.430. (2) The reactants are [OH:1][CH2:2][CH2:3][C@@H:4]1[NH:18][C:17](=[O:19])[N:16]([CH3:20])[CH2:15][CH2:14][CH2:13][CH2:12][CH:11]=[CH:10][C@H:9]2[C@@:7]([C:21]([O:23][CH2:24][CH3:25])=[O:22])([CH2:8]2)[NH:6][C:5]1=[O:26].[Cl:27][C:28]1[C:29]([O:47][CH3:48])=[CH:30][CH:31]=[C:32]2[C:37]=1[N:36]=[C:35]([N:38]1[CH:42]=[CH:41][C:40]([CH:43]([CH3:45])[CH3:44])=[N:39]1)[CH:34]=[C:33]2O.C(C1N=C(C2C=C(OCC[C@@H]3NC(=O)N(C)CCCCC=C[C@H]4[C@@](C(OCC)=O)(C4)NC3=O)C3C(=C(C)C(OC)=CC=3)N=2)SC=1)(C)C. No catalyst specified. The product is [CH3:48][O:47][C:29]1[C:28]([Cl:27])=[C:37]2[C:32]([C:33]([O:1][CH2:2][CH2:3][C@@H:4]3[NH:18][C:17](=[O:19])[N:16]([CH3:20])[CH2:15][CH2:14][CH2:13][CH2:12][CH:11]=[CH:10][C@H:9]4[C@@:7]([C:21]([O:23][CH2:24][CH3:25])=[O:22])([CH2:8]4)[NH:6][C:5]3=[O:26])=[CH:34][C:35]([N:38]3[CH:42]=[CH:41][C:40]([CH:43]([CH3:45])[CH3:44])=[N:39]3)=[N:36]2)=[CH:31][CH:30]=1. The yield is 0.870. (3) The product is [Cl:1][C:2]1[N:7]=[C:6]([N:11]2[CH2:12][CH2:13][O:9][C:10]2=[O:14])[CH:5]=[CH:4][N:3]=1. The reactants are [Cl:1][C:2]1[N:7]=[C:6](Cl)[CH:5]=[CH:4][N:3]=1.[O:9]1[CH2:13][CH2:12][NH:11][C:10]1=[O:14]. The catalyst is CN(C=O)C.[H-].[Na+]. The yield is 0.610. (4) The reactants are [OH:1][C:2]1[CH:3]=[C:4]2[C:8](=[CH:9][CH:10]=1)[N:7]([C:11]1[CH:16]=[CH:15][CH:14]=[C:13]([I:17])[CH:12]=1)[N:6]=[C:5]2[C:18]([NH2:20])=[O:19].Cl.Cl[CH2:23][CH2:24][N:25]1[CH2:30][CH2:29][O:28][CH2:27][CH2:26]1.C(=O)([O-])[O-].[K+].[K+]. The catalyst is CC(C)=O.C(OCC)(=O)C. The product is [I:17][C:13]1[CH:12]=[C:11]([N:7]2[C:8]3[C:4](=[CH:3][C:2]([O:1][CH2:23][CH2:24][N:25]4[CH2:30][CH2:29][O:28][CH2:27][CH2:26]4)=[CH:10][CH:9]=3)[C:5]([C:18]([NH2:20])=[O:19])=[N:6]2)[CH:16]=[CH:15][CH:14]=1. The yield is 0.390. (5) The product is [CH3:1][O:2][C:3]1[CH:4]=[CH:16][C:17]2[O:19][CH2:20][CH2:24][O:23][C:22]=2[C:21]=1[B:9]([OH:12])[OH:14]. The reactants are [CH3:1][O:2][CH3:3].[CH2:4]([Li])CCC.[B:9]([O:14]C)([O:12]C)OC.[CH3:16][C:17]([OH:19])=O.[CH2:20]1[CH2:24][O:23][CH2:22][CH2:21]1. No catalyst specified. The yield is 0.980. (6) The catalyst is C(Cl)Cl.CC(N(C)C)=O. The reactants are CS(Cl)(=O)=O.[OH:6][CH2:7][C:8]1[S:12][CH:11]=[N:10][CH:9]=1.C(N(CC)C(C)C)(C)C.[CH3:22][N:23]([CH3:46])[CH2:24][CH2:25][O:26][C:27]1[CH:36]=[CH:35][CH:34]=[C:33]2[C:28]=1[C:29]([NH:37][C:38]1[CH:43]=[CH:42][C:41](O)=[C:40]([F:45])[CH:39]=1)=[N:30][CH:31]=[N:32]2.C(=O)([O-])[O-].[K+].[K+].C1OCCOCCOCCOCCOCCOC1. The yield is 0.400. The product is [CH3:22][N:23]([CH3:46])[CH2:24][CH2:25][O:26][C:27]1[CH:36]=[CH:35][CH:34]=[C:33]2[C:28]=1[C:29]([NH:37][C:38]1[CH:43]=[CH:42][C:41]([O:6][CH2:7][C:8]3[S:12][CH:11]=[N:10][CH:9]=3)=[C:40]([F:45])[CH:39]=1)=[N:30][CH:31]=[N:32]2. (7) The reactants are [F:1][C:2]([F:14])([F:13])[C:3]1[CH:4]=[C:5]([NH:9][C:10](=[O:12])[CH3:11])[CH:6]=[CH:7][CH:8]=1.[N+:15]([O-])([OH:17])=[O:16]. No catalyst specified. The product is [N+:15]([C:4]1[C:3]([C:2]([F:13])([F:14])[F:1])=[CH:8][CH:7]=[CH:6][C:5]=1[NH:9][C:10](=[O:12])[CH3:11])([O-:17])=[O:16]. The yield is 0.277. (8) The reactants are Br[C:2]1[CH:10]=[CH:9][CH:8]=[CH:7][C:3]=1[C:4]([OH:6])=[O:5].[CH:11](=O)[CH2:12][CH2:13][CH2:14][CH2:15][CH2:16][CH3:17]. No catalyst specified. The product is [CH2:12]([CH:11]1[C:2]2[C:3](=[CH:7][CH:8]=[CH:9][CH:10]=2)[C:4](=[O:5])[O:6]1)[CH2:13][CH2:14][CH2:15][CH2:16][CH3:17]. The yield is 0.890. (9) The reactants are C([Si]([C:8]#[C:9][C:10]1[CH:11]=[CH:12][C:13]([C:16]([O:18]C)=[O:17])=[N:14][CH:15]=1)(CC)CC)C.CCCC[N+](CCCC)(CCCC)CCCC.[F-]. The catalyst is C1COCC1. The product is [C:9]([C:10]1[CH:11]=[CH:12][C:13]([C:16]([OH:18])=[O:17])=[N:14][CH:15]=1)#[CH:8]. The yield is 0.0600.